This data is from Forward reaction prediction with 1.9M reactions from USPTO patents (1976-2016). The task is: Predict the product of the given reaction. (1) Given the reactants [F:1][C:2]1[CH:3]=[C:4]([CH:8]=[C:9]([F:11])[CH:10]=1)[C:5]([OH:7])=O.[O:12]([CH2:19][C:20]1[O:21][C:22]2[CH2:23][NH:24][CH2:25][CH2:26][C:27]=2[N:28]=1)[C:13]1[CH:18]=[CH:17][CH:16]=[CH:15][CH:14]=1.Cl.CN(C)CCCN=C=NCC.ON1C2C=CC=CC=2N=N1.C(N(CC)C(C)C)(C)C, predict the reaction product. The product is: [F:11][C:9]1[CH:8]=[C:4]([CH:3]=[C:2]([F:1])[CH:10]=1)[C:5]([N:24]1[CH2:25][CH2:26][C:27]2[N:28]=[C:20]([CH2:19][O:12][C:13]3[CH:18]=[CH:17][CH:16]=[CH:15][CH:14]=3)[O:21][C:22]=2[CH2:23]1)=[O:7]. (2) Given the reactants [OH-].[Na+].[CH3:3][N:4]1[C:9](=[O:10])[C:8]([C:11]([F:14])([F:13])[F:12])=[CH:7][C:6]([CH2:15][C:16]2[S:17][C:18]3[C:24]([C:25]4[CH:26]=[C:27]([CH:33]=[CH:34][CH:35]=4)[C:28](OCC)=[O:29])=[CH:23][CH:22]=[CH:21][C:19]=3[CH:20]=2)=[CH:5]1.Cl.[NH2:37][CH2:38][CH2:39][OH:40].CCN=C=NCCCN(C)C.C1C=CC2N(O)N=NC=2C=1, predict the reaction product. The product is: [OH:40][CH2:39][CH2:38][NH:37][C:28](=[O:29])[C:27]1[CH:33]=[CH:34][CH:35]=[C:25]([C:24]2[C:18]3[S:17][C:16]([CH2:15][C:6]4[CH:7]=[C:8]([C:11]([F:14])([F:13])[F:12])[C:9](=[O:10])[N:4]([CH3:3])[CH:5]=4)=[CH:20][C:19]=3[CH:21]=[CH:22][CH:23]=2)[CH:26]=1. (3) The product is: [Br:8][C:9]1[CH:14]=[C:13]([C:2]2[CH:7]=[CH:6][CH:5]=[CH:4][N:3]=2)[CH:12]=[CH:11][CH:10]=1. Given the reactants Br[C:2]1[CH:7]=[CH:6][CH:5]=[CH:4][N:3]=1.[Br:8][C:9]1[CH:10]=[C:11](B(O)O)[CH:12]=[CH:13][CH:14]=1.C(=O)([O-])[O-].[K+].[K+].C1(P(C2C=CC=CC=2)C2C=CC=CC=2)C=CC=CC=1, predict the reaction product. (4) The product is: [CH2:12]([C:7]([CH2:2][OH:3])([CH2:5][OH:6])[CH2:8][CH3:13])[OH:24]. Given the reactants [N-]=[C:2]=[O:3].[N-]=[C:5]=[O:6].[C:7]1(C)[C:8]([CH3:13])=CC=C[CH:12]=1.C1C=C(CN=C=[O:24])C=C(CN=C=O)C=1, predict the reaction product. (5) Given the reactants [CH3:1][O:2][C:3](=[O:11])[C:4]1[CH:9]=[C:8]([OH:10])[CH:7]=[N:6][CH:5]=1.[H-].[Na+].F[C:15]1[C:20]([F:21])=[C:19]([N+:22]([O-:24])=[O:23])[CH:18]=[CH:17][CH:16]=1, predict the reaction product. The product is: [CH3:1][O:2][C:3](=[O:11])[C:4]1[CH:9]=[C:8]([O:10][C:16]2[CH:17]=[CH:18][C:19]([N+:22]([O-:24])=[O:23])=[C:20]([F:21])[CH:15]=2)[CH:7]=[N:6][CH:5]=1.